Dataset: Forward reaction prediction with 1.9M reactions from USPTO patents (1976-2016). Task: Predict the product of the given reaction. (1) Given the reactants [F:1][C:2]1[CH:7]=[CH:6][C:5]([CH:8]2[C:16]3[C:11](=[CH:12][CH:13]=[CH:14][CH:15]=3)[C:10]([C:18]3[N:19]=[CH:20][N:21](C(C4C=CC=CC=4)(C4C=CC=CC=4)C4C=CC=CC=4)[CH:22]=3)(O)[CH2:9]2)=[CH:4][CH:3]=1.Cl, predict the reaction product. The product is: [F:1][C:2]1[CH:7]=[CH:6][C:5]([CH:8]2[C:16]3[C:11](=[CH:12][CH:13]=[CH:14][CH:15]=3)[C:10]([C:18]3[N:19]=[CH:20][NH:21][CH:22]=3)=[CH:9]2)=[CH:4][CH:3]=1. (2) Given the reactants C(O)(=O)[C@@H]([C@H](C(O)=O)O)O.[CH:11]([NH:13][C:14]1[CH:15]=[C:16]([C@@H:21]([OH:60])[CH2:22][NH:23][CH2:24][C:25]2[C:30]([CH3:31])=[CH:29][C:28]([NH:32][C:33]([CH2:35][CH2:36][N:37]3[CH2:42][CH2:41][CH:40]([O:43][C:44](=[O:58])[NH:45][C:46]4[CH:51]=[CH:50][CH:49]=[CH:48][C:47]=4[C:52]4[CH:57]=[CH:56][CH:55]=[CH:54][CH:53]=4)[CH2:39][CH2:38]3)=[O:34])=[C:27]([CH3:59])[CH:26]=2)[CH:17]=[CH:18][C:19]=1[OH:20])=[O:12].CO.C(=O)(O)[O-].[Na+], predict the reaction product. The product is: [CH:11]([NH:13][C:14]1[CH:15]=[C:16]([C@@H:21]([OH:60])[CH2:22][NH:23][CH2:24][C:25]2[C:30]([CH3:31])=[CH:29][C:28]([NH:32][C:33]([CH2:35][CH2:36][N:37]3[CH2:42][CH2:41][CH:40]([O:43][C:44](=[O:58])[NH:45][C:46]4[CH:51]=[CH:50][CH:49]=[CH:48][C:47]=4[C:52]4[CH:57]=[CH:56][CH:55]=[CH:54][CH:53]=4)[CH2:39][CH2:38]3)=[O:34])=[C:27]([CH3:59])[CH:26]=2)[CH:17]=[CH:18][C:19]=1[OH:20])=[O:12]. (3) Given the reactants [F:1][C:2]1[CH:3]=[C:4]([CH:17]=[CH:18][C:19]=1[N+:20]([O-])=O)[C:5]([NH:7][CH2:8][C:9]([O:11]CC(Cl)(Cl)Cl)=[O:10])=[O:6].CC(O)=O, predict the reaction product. The product is: [NH2:20][C:19]1[CH:18]=[CH:17][C:4]([C:5]([NH:7][CH2:8][C:9]([OH:11])=[O:10])=[O:6])=[CH:3][C:2]=1[F:1].